Predict the product of the given reaction. From a dataset of Forward reaction prediction with 1.9M reactions from USPTO patents (1976-2016). (1) Given the reactants C([O:9][CH2:10][C:11]1[CH:16]=[C:15]([F:17])[N:14]=[C:13]([F:18])[CH:12]=1)(=O)C1C=CC=CC=1.C[O-].[Na+].[Cl-].[NH4+], predict the reaction product. The product is: [F:18][C:13]1[CH:12]=[C:11]([CH2:10][OH:9])[CH:16]=[C:15]([F:17])[N:14]=1. (2) Given the reactants [F:1][C:2]1[CH:3]=[C:4]([CH:22]=[CH:23][CH:24]=1)[CH2:5][NH:6][C:7]([C:9]1[S:13][C:12]([N:14]2[CH2:19][CH2:18][CH2:17][CH2:16][C:15]2=[O:20])=[N:11][C:10]=1[CH3:21])=[O:8].Br[CH2:26][C:27]1[CH:32]=[CH:31][C:30]([F:33])=[CH:29][CH:28]=1, predict the reaction product. The product is: [F:1][C:2]1[CH:3]=[C:4]([CH:22]=[CH:23][CH:24]=1)[CH2:5][NH:6][C:7]([C:9]1[S:13][C:12]([N:14]2[CH2:19][CH2:18][CH2:17][CH:16]([CH2:26][C:27]3[CH:32]=[CH:31][C:30]([F:33])=[CH:29][CH:28]=3)[C:15]2=[O:20])=[N:11][C:10]=1[CH3:21])=[O:8]. (3) Given the reactants [Cl:1][C:2]1[CH:7]=[C:6]([C:8]#[C:9][Si](C)(C)C)[CH:5]=[C:4]([O:14][CH3:15])[C:3]=1[CH:16]1[C:26](=[O:27])[CH2:25][C:19]2([CH2:24][CH2:23][O:22][CH2:21][CH2:20]2)[CH2:18][C:17]1=[O:28].C(=O)([O-])[O-].[K+].[K+].O, predict the reaction product. The product is: [Cl:1][C:2]1[CH:7]=[C:6]([C:8]#[CH:9])[CH:5]=[C:4]([O:14][CH3:15])[C:3]=1[CH:16]1[C:17](=[O:28])[CH2:18][C:19]2([CH2:24][CH2:23][O:22][CH2:21][CH2:20]2)[CH2:25][C:26]1=[O:27].